This data is from Merck oncology drug combination screen with 23,052 pairs across 39 cell lines. The task is: Regression. Given two drug SMILES strings and cell line genomic features, predict the synergy score measuring deviation from expected non-interaction effect. (1) Drug 1: COc1cccc2c1C(=O)c1c(O)c3c(c(O)c1C2=O)CC(O)(C(=O)CO)CC3OC1CC(N)C(O)C(C)O1. Drug 2: C=CCn1c(=O)c2cnc(Nc3ccc(N4CCN(C)CC4)cc3)nc2n1-c1cccc(C(C)(C)O)n1. Cell line: DLD1. Synergy scores: synergy=-3.88. (2) Drug 1: CN1C(=O)C=CC2(C)C3CCC4(C)C(NC(=O)OCC(F)(F)F)CCC4C3CCC12. Drug 2: Cc1nc(Nc2ncc(C(=O)Nc3c(C)cccc3Cl)s2)cc(N2CCN(CCO)CC2)n1. Cell line: ZR751. Synergy scores: synergy=-41.6. (3) Drug 2: CCc1cnn2c(NCc3ccc[n+]([O-])c3)cc(N3CCCCC3CCO)nc12. Drug 1: CN(Cc1cnc2nc(N)nc(N)c2n1)c1ccc(C(=O)NC(CCC(=O)O)C(=O)O)cc1. Synergy scores: synergy=-33.4. Cell line: HCT116. (4) Drug 1: CCC1=CC2CN(C1)Cc1c([nH]c3ccccc13)C(C(=O)OC)(c1cc3c(cc1OC)N(C)C1C(O)(C(=O)OC)C(OC(C)=O)C4(CC)C=CCN5CCC31C54)C2. Drug 2: CS(=O)(=O)CCNCc1ccc(-c2ccc3ncnc(Nc4ccc(OCc5cccc(F)c5)c(Cl)c4)c3c2)o1. Cell line: NCIH2122. Synergy scores: synergy=-23.2. (5) Drug 1: Cc1nc(Nc2ncc(C(=O)Nc3c(C)cccc3Cl)s2)cc(N2CCN(CCO)CC2)n1. Drug 2: Cn1c(=O)n(-c2ccc(C(C)(C)C#N)cc2)c2c3cc(-c4cnc5ccccc5c4)ccc3ncc21. Cell line: ZR751. Synergy scores: synergy=21.5. (6) Drug 1: COC12C(COC(N)=O)C3=C(C(=O)C(C)=C(N)C3=O)N1CC1NC12. Drug 2: O=C(NOCC(O)CO)c1ccc(F)c(F)c1Nc1ccc(I)cc1F. Cell line: A2058. Synergy scores: synergy=31.5. (7) Drug 1: CCC1=CC2CN(C1)Cc1c([nH]c3ccccc13)C(C(=O)OC)(c1cc3c(cc1OC)N(C)C1C(O)(C(=O)OC)C(OC(C)=O)C4(CC)C=CCN5CCC31C54)C2. Drug 2: C=CCn1c(=O)c2cnc(Nc3ccc(N4CCN(C)CC4)cc3)nc2n1-c1cccc(C(C)(C)O)n1. Cell line: NCIH520. Synergy scores: synergy=4.97. (8) Drug 1: NC(=O)c1cccc2cn(-c3ccc(C4CCCNC4)cc3)nc12. Drug 2: Cn1cc(-c2cnn3c(N)c(Br)c(C4CCCNC4)nc23)cn1. Cell line: NCIH520. Synergy scores: synergy=17.0.